Task: Regression. Given a peptide amino acid sequence and an MHC pseudo amino acid sequence, predict their binding affinity value. This is MHC class I binding data.. Dataset: Peptide-MHC class I binding affinity with 185,985 pairs from IEDB/IMGT (1) The peptide sequence is LSKSEFNTY. The MHC is HLA-B15:01 with pseudo-sequence HLA-B15:01. The binding affinity (normalized) is 0.809. (2) The peptide sequence is FYRNISDPL. The MHC is HLA-B57:01 with pseudo-sequence HLA-B57:01. The binding affinity (normalized) is 0.0847. (3) The peptide sequence is LLSNFGAPSY. The MHC is HLA-A01:01 with pseudo-sequence HLA-A01:01. The binding affinity (normalized) is 0.375. (4) The peptide sequence is AALEGLSGF. The MHC is HLA-A02:06 with pseudo-sequence HLA-A02:06. The binding affinity (normalized) is 0.301. (5) The peptide sequence is DHQAAFQYI. The MHC is Mamu-A07 with pseudo-sequence Mamu-A07. The binding affinity (normalized) is 0.295.